Task: Predict the reactants needed to synthesize the given product.. Dataset: Full USPTO retrosynthesis dataset with 1.9M reactions from patents (1976-2016) (1) The reactants are: Br[C:2]1[CH:3]=[CH:4][C:5]([N:19]([CH2:23][CH:24]([CH3:26])[CH3:25])[CH2:20][C:21]#[CH:22])=[C:6]([NH:8][C:9]([NH:11][C:12]2[CH:17]=[CH:16][C:15]([CH3:18])=[CH:14][CH:13]=2)=[O:10])[CH:7]=1.[C:27]([C:30]1[CH:35]=[CH:34][C:33]([F:36])=[CH:32][C:31]=1B(O)O)([OH:29])=[O:28].C(N(CCC(F)(F)F)C1C=CC(Br)=CC=1NC(NC1C=CC(C)=CC=1)=O)C1C=CC=CC=1. Given the product [F:36][C:33]1[CH:34]=[C:35]([C:2]2[CH:3]=[CH:4][C:5]([N:19]([CH2:23][CH:24]([CH3:26])[CH3:25])[CH2:20][C:21]#[CH:22])=[C:6]([NH:8][C:9]([NH:11][C:12]3[CH:17]=[CH:16][C:15]([CH3:18])=[CH:14][CH:13]=3)=[O:10])[CH:7]=2)[C:30]([C:27]([OH:29])=[O:28])=[CH:31][CH:32]=1, predict the reactants needed to synthesize it. (2) Given the product [BrH:26].[Br:26][CH:15]([C:13]1[CH:12]=[CH:11][N:10]=[C:9]([NH:8][C:6]([O:5][C:1]([CH3:3])([CH3:4])[CH3:2])=[O:7])[CH:14]=1)[C:16]([C:18]1[CH:19]=[CH:20][C:21]([O:24][CH3:25])=[CH:22][CH:23]=1)=[O:17], predict the reactants needed to synthesize it. The reactants are: [C:1]([O:5][C:6]([NH:8][C:9]1[CH:14]=[C:13]([CH2:15][C:16]([C:18]2[CH:23]=[CH:22][C:21]([O:24][CH3:25])=[CH:20][CH:19]=2)=[O:17])[CH:12]=[CH:11][N:10]=1)=[O:7])([CH3:4])([CH3:3])[CH3:2].[Br:26]Br. (3) Given the product [O:1]1[C:5]2[CH:6]=[CH:7][CH:8]=[CH:9][C:4]=2[C:3]([N:10]2[CH2:15][CH2:14][N:13]([CH2:16][CH2:17][C:18]3[CH:19]=[C:20]4[C:24](=[CH:25][CH:26]=3)[C:23]([CH3:27])([CH3:28])[CH:22]([NH:29][C:32](=[O:34])[CH3:33])[C:21]4([CH3:31])[CH3:30])[CH2:12][CH2:11]2)=[N:2]1, predict the reactants needed to synthesize it. The reactants are: [O:1]1[C:5]2[CH:6]=[CH:7][CH:8]=[CH:9][C:4]=2[C:3]([N:10]2[CH2:15][CH2:14][N:13]([CH2:16][CH2:17][C:18]3[CH:19]=[C:20]4[C:24](=[CH:25][CH:26]=3)[C:23]([CH3:28])([CH3:27])[CH:22]([NH2:29])[C:21]4([CH3:31])[CH3:30])[CH2:12][CH2:11]2)=[N:2]1.[C:32](OC(=O)C)(=[O:34])[CH3:33].C(N(CC)CC)C. (4) Given the product [C:1]([C:5]1[CH:6]=[C:7]2[C:12](=[C:13]([F:15])[CH:14]=1)[C:11](=[O:16])[N:10]([C:18]1[C:19]([CH:35]=[O:36])=[C:20]([N:24]3[C:32]4[C:27](=[CH:28][CH:29]=[CH:30][CH:31]=4)[C:26]([C:33]#[N:34])=[CH:25]3)[CH:21]=[CH:22][CH:23]=1)[N:9]=[CH:8]2)([CH3:4])([CH3:2])[CH3:3], predict the reactants needed to synthesize it. The reactants are: [C:1]([C:5]1[CH:6]=[C:7]2[C:12](=[C:13]([F:15])[CH:14]=1)[C:11](=[O:16])[NH:10][N:9]=[CH:8]2)([CH3:4])([CH3:3])[CH3:2].Br[C:18]1[C:19]([CH:35]=[O:36])=[C:20]([N:24]2[C:32]3[C:27](=[CH:28][CH:29]=[CH:30][CH:31]=3)[C:26]([C:33]#[N:34])=[CH:25]2)[CH:21]=[CH:22][CH:23]=1.C(=O)(O)[O-].[Na+].